This data is from Forward reaction prediction with 1.9M reactions from USPTO patents (1976-2016). The task is: Predict the product of the given reaction. (1) Given the reactants [CH3:1][C:2]1([CH3:23])[C:11]2[C:6](=[CH:7][CH:8]=[C:9]([C:12]([F:15])([F:14])[F:13])[CH:10]=2)[NH:5][CH:4]([C:16]2[CH:22]=[CH:21][CH:20]=[CH:19][C:17]=2[NH2:18])[CH2:3]1.N1C=CC=CC=1.[F:30][C:31]1[CH:36]=[CH:35][C:34]([S:37](Cl)(=[O:39])=[O:38])=[CH:33][CH:32]=1, predict the reaction product. The product is: [CH3:1][C:2]1([CH3:23])[C:11]2[C:6](=[CH:7][CH:8]=[C:9]([C:12]([F:13])([F:15])[F:14])[CH:10]=2)[NH:5][CH:4]([C:16]2[CH:22]=[CH:21][CH:20]=[CH:19][C:17]=2[NH:18][S:37]([C:34]2[CH:35]=[CH:36][C:31]([F:30])=[CH:32][CH:33]=2)(=[O:39])=[O:38])[CH2:3]1. (2) Given the reactants [Cl:1][C:2]1[CH:3]=[CH:4][C:5]([O:41][CH:42]([F:44])[F:43])=[C:6]([C:8]2[C:12]([NH:13][C:14]([C:16]3[CH:17]=[N:18][N:19]4[CH:24]=[CH:23][CH:22]=[N:21][C:20]=34)=[O:15])=[CH:11][N:10]([CH2:25][CH2:26][N:27]([CH2:34][C:35]3[CH:36]=[N:37][CH:38]=[CH:39][CH:40]=3)[CH2:28][C:29]([O:31]CC)=[O:30])[N:9]=2)[CH:7]=1.[OH-].[Na+].Cl, predict the reaction product. The product is: [Cl:1][C:2]1[CH:3]=[CH:4][C:5]([O:41][CH:42]([F:43])[F:44])=[C:6]([C:8]2[C:12]([NH:13][C:14]([C:16]3[CH:17]=[N:18][N:19]4[CH:24]=[CH:23][CH:22]=[N:21][C:20]=34)=[O:15])=[CH:11][N:10]([CH2:25][CH2:26][N:27]([CH2:34][C:35]3[CH:36]=[N:37][CH:38]=[CH:39][CH:40]=3)[CH2:28][C:29]([OH:31])=[O:30])[N:9]=2)[CH:7]=1. (3) Given the reactants [CH2:1]([C:5]1[CH:11]=[CH:10][C:8]([NH2:9])=[C:7]([CH3:12])[CH:6]=1)[CH2:2][CH2:3][CH3:4].[Al+3].[Cl-].[Cl-].[Cl-].[CH3:17][C:18]1[CH:23]=[CH:22][CH:21]=[C:20]([CH3:24])[C:19]=1[C:25]1O[C:27]([C:30]2[CH:35]=[CH:34][CH:33]=[CH:32][CH:31]=2)=[N:28][N:29]=1.Cl, predict the reaction product. The product is: [CH2:1]([C:5]1[CH:11]=[CH:10][C:8]([N:9]2[C:27]([C:30]3[CH:35]=[CH:34][CH:33]=[CH:32][CH:31]=3)=[N:28][N:29]=[C:25]2[C:19]2[C:20]([CH3:24])=[CH:21][CH:22]=[CH:23][C:18]=2[CH3:17])=[C:7]([CH3:12])[CH:6]=1)[CH2:2][CH2:3][CH3:4]. (4) Given the reactants [Cl:1][C:2]1[CH:8]=[CH:7][C:5]([OH:6])=[CH:4][C:3]=1[OH:9].[Br:10][C:11]1[CH:16]=[CH:15][C:14]([CH2:17][C:18]([OH:20])=O)=[CH:13][CH:12]=1.P(Cl)(Cl)(Cl)(Cl)Cl.[CH3:27]N(C=O)C, predict the reaction product. The product is: [Br:10][C:11]1[CH:12]=[CH:13][C:14]([C:17]2[C:18](=[O:20])[C:7]3[C:5](=[CH:4][C:3]([OH:9])=[C:2]([Cl:1])[CH:8]=3)[O:6][CH:27]=2)=[CH:15][CH:16]=1. (5) Given the reactants C(N(CC)CC)C.[NH2:8][C:9]1[N:17]=[C:16]([CH3:18])[CH:15]=[CH:14][C:10]=1[C:11]([OH:13])=O.[Cl:19][C:20]1[CH:25]=[CH:24][CH:23]=[CH:22][C:21]=1[O:26][C:27]1[CH:28]=[C:29]([CH:32]=[CH:33][CH:34]=1)[CH2:30][NH2:31].CN([P+](ON1N=NC2C=CC=CC1=2)(N(C)C)N(C)C)C.F[P-](F)(F)(F)(F)F, predict the reaction product. The product is: [Cl:19][C:20]1[CH:25]=[CH:24][CH:23]=[CH:22][C:21]=1[O:26][C:27]1[CH:28]=[C:29]([CH2:30][NH:31][C:11](=[O:13])[C:10]2[CH:14]=[CH:15][C:16]([CH3:18])=[N:17][C:9]=2[NH2:8])[CH:32]=[CH:33][CH:34]=1. (6) The product is: [Br:1][C:2]1[CH:3]=[CH:4][C:5]([C@@H:8]([N:10]2[CH2:15][CH2:14][C@:13]([CH2:22][C:32](=[O:35])[CH3:31])([C:16]3[CH:21]=[CH:20][CH:19]=[CH:18][CH:17]=3)[O:12][C:11]2=[O:26])[CH3:9])=[CH:6][CH:7]=1. Given the reactants [Br:1][C:2]1[CH:7]=[CH:6][C:5]([C@@H:8]([N:10]2[CH2:15][CH2:14][C@:13]([CH2:22]CC=O)([C:16]3[CH:21]=[CH:20][CH:19]=[CH:18][CH:17]=3)[O:12][C:11]2=[O:26])[CH3:9])=[CH:4][CH:3]=1.[O-]Cl=O.[Na+].[CH3:31][C:32]([OH:35])(C)C, predict the reaction product.